From a dataset of Peptide-MHC class I binding affinity with 185,985 pairs from IEDB/IMGT. Regression. Given a peptide amino acid sequence and an MHC pseudo amino acid sequence, predict their binding affinity value. This is MHC class I binding data. (1) The peptide sequence is MPWLTTGPM. The MHC is HLA-B45:06 with pseudo-sequence HLA-B45:06. The binding affinity (normalized) is 0.213. (2) The peptide sequence is KECVDGTLL. The MHC is HLA-B18:01 with pseudo-sequence HLA-B18:01. The binding affinity (normalized) is 0.0847. (3) The peptide sequence is VLKLRFWLI. The MHC is HLA-B18:01 with pseudo-sequence HLA-B18:01. The binding affinity (normalized) is 0.0847. (4) The peptide sequence is VVPGFQALSEG. The MHC is Mamu-A01 with pseudo-sequence Mamu-A01. The binding affinity (normalized) is 0.223. (5) The peptide sequence is KINEMVDEL. The MHC is HLA-A02:02 with pseudo-sequence HLA-A02:02. The binding affinity (normalized) is 0.967. (6) The peptide sequence is VGNVYVKY. The MHC is Mamu-B52 with pseudo-sequence Mamu-B52. The binding affinity (normalized) is 0.745.